This data is from Forward reaction prediction with 1.9M reactions from USPTO patents (1976-2016). The task is: Predict the product of the given reaction. (1) Given the reactants Br[C:2]1[CH:10]=[CH:9][CH:8]=[CH:7][C:3]=1[C:4](Cl)=[O:5].[NH2:11][C:12]1[C:21]2[C:16](=[CH:17][CH:18]=[CH:19][CH:20]=2)[CH:15]=[CH:14][N:13]=1.C(N(CC)CC)C.C(=O)([O-])[O-].[Cs+].[Cs+], predict the reaction product. The product is: [CH:17]1[CH:18]=[CH:19][CH:20]=[C:21]2[C:16]=1[CH:15]=[CH:14][N:13]1[C:2]3[C:3](=[CH:7][CH:8]=[CH:9][CH:10]=3)[C:4](=[O:5])[N:11]=[C:12]12. (2) Given the reactants [CH3:1][CH:2]([OH:14])[CH2:3][CH2:4][CH2:5][CH2:6][CH2:7][CH2:8][CH2:9][CH2:10][CH2:11][CH2:12][CH3:13].C(N(CC)CC)C.[Br:22][C:23](C)([CH3:27])[C:24](Br)=[O:25], predict the reaction product. The product is: [Br:22][CH:23]([CH3:27])[C:24]([O:14][CH:2]([CH2:3][CH2:4][CH2:5][CH2:6][CH2:7][CH2:8][CH2:9][CH2:10][CH2:11][CH2:12][CH3:13])[CH3:1])=[O:25]. (3) Given the reactants [CH3:1][O:2][CH:3]([O:7][CH3:8])[C:4](=[O:6])[CH3:5].[C:9](OCC)(=[O:15])[C:10]([O:12][CH2:13][CH3:14])=[O:11].[O-]CC.[Na+], predict the reaction product. The product is: [CH3:1][O:2][CH:3]([O:7][CH3:8])[C:4](=[O:6])[CH2:5][C:9](=[O:15])[C:10]([O:12][CH2:13][CH3:14])=[O:11]. (4) Given the reactants C(=O)(O)[O-].[Na+].[NH2:6][C:7]1[CH:12]=[C:11]([CH3:13])[CH:10]=[CH:9][C:8]=1[OH:14].[Cl:15][CH2:16][C:17]1[CH:25]=[CH:24][C:20]([C:21](Cl)=[O:22])=[CH:19][CH:18]=1.Cl, predict the reaction product. The product is: [Cl:15][CH2:16][C:17]1[CH:25]=[CH:24][C:20]([C:21]([NH:6][C:7]2[CH:12]=[C:11]([CH3:13])[CH:10]=[CH:9][C:8]=2[OH:14])=[O:22])=[CH:19][CH:18]=1. (5) Given the reactants [F:1][C:2]1[CH:3]=[C:4]([C:9](=O)[C@H:10]([C:12]2[CH:17]=[CH:16][CH:15]=[CH:14][CH:13]=2)[CH3:11])[CH:5]=[C:6]([F:8])[CH:7]=1.ClC1C=CC(C(=O)[C@H](C2C=CC=CC=2)C)=CC=1, predict the reaction product. The product is: [F:1][C:2]1[CH:3]=[C:4]([CH2:9][C@H:10]([C:12]2[CH:17]=[CH:16][CH:15]=[CH:14][CH:13]=2)[CH3:11])[CH:5]=[C:6]([F:8])[CH:7]=1. (6) Given the reactants [CH3:1][O:2][CH2:3][C:4](=O)[CH2:5][C:6]([O:8][CH3:9])=[O:7].[CH3:11]OC(OC)N(C)C.Cl.[C:20]1([NH:26][NH2:27])[CH:25]=[CH:24][CH:23]=[CH:22][CH:21]=1, predict the reaction product. The product is: [CH3:1][O:2][CH2:3][C:4]1[C:5]([C:6]([O:8][CH3:9])=[O:7])=[CH:11][N:26]([C:20]2[CH:25]=[CH:24][CH:23]=[CH:22][CH:21]=2)[N:27]=1. (7) Given the reactants [F:1][C:2]1[CH:17]=[C:16]([N+:18]([O-])=O)[CH:15]=[CH:14][C:3]=1[O:4][C:5]1[C:10]2[CH:11]=[CH:12][O:13][C:9]=2[CH:8]=[CH:7][CH:6]=1, predict the reaction product. The product is: [O:13]1[C:9]2[CH:8]=[CH:7][CH:6]=[C:5]([O:4][C:3]3[CH:14]=[CH:15][C:16]([NH2:18])=[CH:17][C:2]=3[F:1])[C:10]=2[CH:11]=[CH:12]1. (8) Given the reactants C(OC([N:8]1[C:13]2[CH:14]=[C:15]([Cl:20])[C:16]([O:18][CH3:19])=[CH:17][C:12]=2[O:11][CH:10]([C:21]([N:23]2[CH2:28][CH2:27][C:26]([CH2:35][C:36]3[CH:41]=[CH:40][C:39]([F:42])=[CH:38][CH:37]=3)([CH2:29][N:30]3[CH:34]=[CH:33][N:32]=[CH:31]3)[CH2:25][CH2:24]2)=[O:22])[CH2:9]1)=O)(C)(C)C.FC(F)(F)C(O)=O, predict the reaction product. The product is: [Cl:20][C:15]1[C:16]([O:18][CH3:19])=[CH:17][C:12]2[O:11][CH:10]([C:21]([N:23]3[CH2:28][CH2:27][C:26]([CH2:35][C:36]4[CH:37]=[CH:38][C:39]([F:42])=[CH:40][CH:41]=4)([CH2:29][N:30]4[CH:34]=[CH:33][N:32]=[CH:31]4)[CH2:25][CH2:24]3)=[O:22])[CH2:9][NH:8][C:13]=2[CH:14]=1.